From a dataset of Full USPTO retrosynthesis dataset with 1.9M reactions from patents (1976-2016). Predict the reactants needed to synthesize the given product. (1) Given the product [ClH:1].[ClH:1].[ClH:1].[C:5]([NH:8][C:9](=[O:37])[O:10][CH2:11][C:12]1[CH:17]=[CH:16][CH:15]=[C:14]([N:18]2[CH2:23][CH2:22][N:21]([C:24]3[CH:25]=[N:26][C:27]([N:30]4[CH2:33][CH:32]([O:34][CH3:35])[CH2:31]4)=[N:28][CH:29]=3)[CH2:20][CH2:19]2)[C:13]=1[F:36])(=[NH:6])[NH2:7], predict the reactants needed to synthesize it. The reactants are: [ClH:1].CCO.[C:5]([NH:8][C:9](=[O:37])[O:10][CH2:11][C:12]1[CH:17]=[CH:16][CH:15]=[C:14]([N:18]2[CH2:23][CH2:22][N:21]([C:24]3[CH:25]=[N:26][C:27]([N:30]4[CH2:33][CH:32]([O:34][CH3:35])[CH2:31]4)=[N:28][CH:29]=3)[CH2:20][CH2:19]2)[C:13]=1[F:36])(=[NH:7])[NH2:6]. (2) Given the product [C:12]([N:10]1[CH:11]=[C:7]([C:5]([OH:6])=[O:4])[N:8]=[CH:9]1)([C:19]1[CH:24]=[CH:23][CH:22]=[CH:21][CH:20]=1)([C:13]1[CH:18]=[CH:17][CH:16]=[CH:15][CH:14]=1)[C:25]1[CH:30]=[CH:29][CH:28]=[CH:27][CH:26]=1, predict the reactants needed to synthesize it. The reactants are: [OH-].[Na+].C[O:4][C:5]([C:7]1[N:8]=[CH:9][N:10]([C:12]([C:25]2[CH:30]=[CH:29][CH:28]=[CH:27][CH:26]=2)([C:19]2[CH:24]=[CH:23][CH:22]=[CH:21][CH:20]=2)[C:13]2[CH:18]=[CH:17][CH:16]=[CH:15][CH:14]=2)[CH:11]=1)=[O:6].Cl. (3) Given the product [ClH:23].[ClH:23].[NH2:8][CH2:7][C:6]1[CH:9]=[C:2]([F:1])[CH:3]=[CH:4][C:5]=1[O:10][C:11]1[CH:12]=[C:13]2[C:17](=[CH:18][CH:19]=1)[N:16]([CH2:20][CH2:21][OH:22])[N:15]=[CH:14]2, predict the reactants needed to synthesize it. The reactants are: [F:1][C:2]1[CH:3]=[CH:4][C:5]([O:10][C:11]2[CH:12]=[C:13]3[C:17](=[CH:18][CH:19]=2)[N:16]([CH2:20][CH2:21][OH:22])[N:15]=[CH:14]3)=[C:6]([CH:9]=1)[C:7]#[N:8].[ClH:23].[H][H]. (4) Given the product [Cl:1][CH2:2][CH2:3][O:4][CH2:5][C:6]([NH:10][C:11]1[CH:12]=[CH:13][C:14]([CH2:17][C:18]([O:20][CH2:21][CH3:22])=[O:19])=[CH:15][CH:16]=1)=[O:7], predict the reactants needed to synthesize it. The reactants are: [Cl:1][CH2:2][CH2:3][O:4][CH2:5][C:6](Cl)=[O:7].Cl.[NH2:10][C:11]1[CH:16]=[CH:15][C:14]([CH2:17][C:18]([O:20][CH2:21][CH3:22])=[O:19])=[CH:13][CH:12]=1. (5) Given the product [C:1]([NH:4][C:5]1[CH:6]=[CH:7][C:8]([CH2:9][N:10]2[CH2:14][CH2:13][C@H:12]([NH:15][C:16](=[O:21])[C:17]([F:18])([F:19])[F:20])[C:11]2=[O:22])=[CH:23][C:24]=1[N+:32]([O-:34])=[O:33])(=[O:3])[CH3:2], predict the reactants needed to synthesize it. The reactants are: [C:1]([NH:4][C:5]1[CH:24]=[CH:23][C:8]([CH2:9][N:10]2[CH2:14][CH2:13][C@H:12]([NH:15][C:16](=[O:21])[C:17]([F:20])([F:19])[F:18])[C:11]2=[O:22])=[CH:7][CH:6]=1)(=[O:3])[CH3:2].C(OC(=O)C)(=O)C.[N:32]([O-:34])=[O:33].[Na+].[N+]([O-])(O)=O. (6) Given the product [Br:1][C:2]1[CH:10]=[C:9]([F:11])[CH:8]=[C:7]2[C:3]=1[CH:4]=[C:5]1[C:20](=[O:22])[CH:14]([C:15]([O:17][CH2:18][CH3:19])=[O:16])[CH2:13][CH2:12][N:6]12, predict the reactants needed to synthesize it. The reactants are: [Br:1][C:2]1[CH:10]=[C:9]([F:11])[CH:8]=[C:7]2[C:3]=1[CH:4]=[C:5]([C:20]([O:22]C)=O)[N:6]2[CH2:12][CH2:13][CH2:14][C:15]([O:17][CH2:18][CH3:19])=[O:16].CC(C)([O-])C.[K+].Cl. (7) Given the product [CH3:42][O:41][C:31]1[CH:30]=[C:29]([CH:34]=[CH:33][C:32]=1[N:35]1[CH:39]=[C:38]([CH3:40])[N:37]=[CH:36]1)/[CH:28]=[C:23]1/[C:22](=[O:43])[N:21]([CH:17]2[C:18]3[C:14](=[CH:13][C:12]([N:6]4[CH2:7][CH2:8][O:9][CH2:10][CH2:11]4)=[CH:20][CH:19]=3)[CH2:15][CH2:16]2)[CH2:26][CH2:25][CH2:24]/1, predict the reactants needed to synthesize it. The reactants are: CN(C=O)C.[N:6]1([C:12]2[CH:13]=[C:14]3[C:18](=[CH:19][CH:20]=2)[CH:17]([NH:21][C:22](=[O:43])/[C:23](=[CH:28]/[C:29]2[CH:34]=[CH:33][C:32]([N:35]4[CH:39]=[C:38]([CH3:40])[N:37]=[CH:36]4)=[C:31]([O:41][CH3:42])[CH:30]=2)/[CH2:24][CH2:25][CH2:26]Cl)[CH2:16][CH2:15]3)[CH2:11][CH2:10][O:9][CH2:8][CH2:7]1.[H-].[Na+].O. (8) Given the product [Cl:22][C:21]1[CH:20]=[N:19][CH:18]=[C:17]([Cl:23])[C:16]=1[C:14]([NH:13][C:10]1[CH:11]=[CH:12][C:7]([CH2:6][CH:5]([C:24]2[CH:29]=[CH:28][C:27]([O:30][CH3:31])=[C:26]([N:32]([C:37](=[O:42])[C:38]([CH3:41])([CH3:40])[CH3:39])[CH2:33][CH:34]([CH3:36])[CH3:35])[CH:25]=2)[C:4]([OH:43])=[O:3])=[CH:8][CH:9]=1)=[O:15], predict the reactants needed to synthesize it. The reactants are: C([O:3][C:4](=[O:43])[CH:5]([C:24]1[CH:29]=[CH:28][C:27]([O:30][CH3:31])=[C:26]([N:32]([C:37](=[O:42])[C:38]([CH3:41])([CH3:40])[CH3:39])[CH2:33][CH:34]([CH3:36])[CH3:35])[CH:25]=1)[CH2:6][C:7]1[CH:12]=[CH:11][C:10]([NH:13][C:14]([C:16]2[C:21]([Cl:22])=[CH:20][N:19]=[CH:18][C:17]=2[Cl:23])=[O:15])=[CH:9][CH:8]=1)C.[OH-].[Na+]. (9) Given the product [CH2:24]([O:23][C:9]1[C:10]([C:12]([NH:14][CH2:15][C:16]2[CH:21]=[CH:20][C:19]([F:22])=[CH:18][CH:17]=2)=[O:13])=[N:11][C:6]([CH:3]([OH:5])[CH3:4])=[CH:7][C:8]=1[O:31][CH2:32][C:33]1[CH:38]=[CH:37][CH:36]=[CH:35][CH:34]=1)[C:25]1[CH:26]=[CH:27][CH:28]=[CH:29][CH:30]=1, predict the reactants needed to synthesize it. The reactants are: [BH4-].[Na+].[C:3]([C:6]1[N:11]=[C:10]([C:12]([NH:14][CH2:15][C:16]2[CH:21]=[CH:20][C:19]([F:22])=[CH:18][CH:17]=2)=[O:13])[C:9]([O:23][CH2:24][C:25]2[CH:30]=[CH:29][CH:28]=[CH:27][CH:26]=2)=[C:8]([O:31][CH2:32][C:33]2[CH:38]=[CH:37][CH:36]=[CH:35][CH:34]=2)[CH:7]=1)(=[O:5])[CH3:4].